This data is from Peptide-MHC class I binding affinity with 185,985 pairs from IEDB/IMGT. The task is: Regression. Given a peptide amino acid sequence and an MHC pseudo amino acid sequence, predict their binding affinity value. This is MHC class I binding data. (1) The peptide sequence is LATFTVNIF. The MHC is HLA-B15:03 with pseudo-sequence HLA-B15:03. The binding affinity (normalized) is 0.671. (2) The peptide sequence is GSVNVVYTF. The MHC is Patr-B1301 with pseudo-sequence Patr-B1301. The binding affinity (normalized) is 0.121.